From a dataset of Full USPTO retrosynthesis dataset with 1.9M reactions from patents (1976-2016). Predict the reactants needed to synthesize the given product. Given the product [CH:11]([N:8]1[CH:7]=[N:6][C:5]2[C:9]1=[N:10][C:2]([NH:22][C@H:23]([CH2:26][CH3:27])[CH2:24][OH:25])=[N:3][C:4]=2[NH:14][CH2:15][C:16]1[CH:17]=[N:18][CH:19]=[CH:20][CH:21]=1)([CH3:13])[CH3:12], predict the reactants needed to synthesize it. The reactants are: Cl[C:2]1[N:10]=[C:9]2[C:5]([N:6]=[CH:7][N:8]2[CH:11]([CH3:13])[CH3:12])=[C:4]([NH:14][CH2:15][C:16]2[CH:17]=[N:18][CH:19]=[CH:20][CH:21]=2)[N:3]=1.[NH2:22][C@H:23]([CH2:26][CH3:27])[CH2:24][OH:25].